This data is from Forward reaction prediction with 1.9M reactions from USPTO patents (1976-2016). The task is: Predict the product of the given reaction. (1) Given the reactants [H-].[Na+].[N:3]1([CH2:9][CH2:10][OH:11])[CH2:8][CH2:7][O:6][CH2:5][CH2:4]1.[Br:12][C:13]1[CH:14]=[N:15][CH:16]=[C:17]([CH2:19]Cl)[CH:18]=1, predict the reaction product. The product is: [Br:12][C:13]1[CH:18]=[C:17]([CH2:19][O:11][CH2:10][CH2:9][N:3]2[CH2:8][CH2:7][O:6][CH2:5][CH2:4]2)[CH:16]=[N:15][CH:14]=1. (2) Given the reactants [NH2:1][C:2]1[S:3][C:4]2[CH2:15][CH2:14][CH2:13][CH2:12][C:5]=2[C:6]=1[C:7](OCC)=[O:8].ClC1C=CC=C2C=1C1C(=O)NC(NC(=O)C(C)(C)C)=[N:26][C:20]=1[NH:21]2.O.[OH-].[NH4+], predict the reaction product. The product is: [NH2:21][C:20]1[NH:26][C:7](=[O:8])[C:6]2[C:5]3[CH2:12][CH2:13][CH2:14][CH2:15][C:4]=3[S:3][C:2]=2[N:1]=1. (3) The product is: [Br:1][C:8]1[CH:9]=[C:10]2[O:11][CH2:3][O:4][C:5]2=[CH:6][C:7]=1[CH3:12]. Given the reactants [Br:1]Br.[CH2:3]1[O:11][C:10]2[CH:9]=[CH:8][C:7]([CH3:12])=[CH:6][C:5]=2[O:4]1.N1C=CC=CC=1, predict the reaction product. (4) Given the reactants Cl.Cl.[O:3]1[C:7]2[CH:8]=[CH:9][CH:10]=[C:11]([CH:12]3[CH2:17][CH2:16][N:15]([CH2:18][CH2:19][C@H:20]4[CH2:25][CH2:24][C@H:23]([NH2:26])[CH2:22][CH2:21]4)[CH2:14][CH2:13]3)[C:6]=2[CH2:5][CH2:4]1.[N:27]1[CH:32]=[CH:31][CH:30]=[C:29]([C:33]2[CH:41]=[CH:40][C:36]([C:37](O)=[O:38])=[CH:35][CH:34]=2)[CH:28]=1, predict the reaction product. The product is: [O:3]1[C:7]2[CH:8]=[CH:9][CH:10]=[C:11]([CH:12]3[CH2:17][CH2:16][N:15]([CH2:18][CH2:19][C@H:20]4[CH2:21][CH2:22][C@H:23]([NH:26][C:37](=[O:38])[C:36]5[CH:35]=[CH:34][C:33]([C:29]6[CH:28]=[N:27][CH:32]=[CH:31][CH:30]=6)=[CH:41][CH:40]=5)[CH2:24][CH2:25]4)[CH2:14][CH2:13]3)[C:6]=2[CH2:5][CH2:4]1. (5) Given the reactants Br.[OH:2][C:3]1[CH:25]=[CH:24][C:6]([O:7][CH2:8][CH2:9][CH2:10][N:11]2[CH2:16][CH2:15][C:14]([C:18]3[CH:23]=[CH:22][CH:21]=[CH:20][CH:19]=3)([OH:17])[CH2:13][CH2:12]2)=[CH:5][CH:4]=1.BrCC[CH2:29][O:30][C:31]1[CH:36]=[CH:35][C:34](O)=[CH:33][CH:32]=1.OC1(C2C=CC=CC=2)CC[NH:42]CC1, predict the reaction product. The product is: [O:30]1[C:31]2[CH:36]=[CH:35][CH:34]=[CH:33][C:32]=2[N:42]=[C:29]1[O:2][C:3]1[CH:4]=[CH:5][C:6]([O:7][CH2:8][CH2:9][CH2:10][N:11]2[CH2:12][CH2:13][C:14]([C:18]3[CH:23]=[CH:22][CH:21]=[CH:20][CH:19]=3)([OH:17])[CH2:15][CH2:16]2)=[CH:24][CH:25]=1. (6) Given the reactants [NH2:1][C@H:2]1[C:10]2[C:5](=[C:6]([C:11]3[N:15]=[C:14]([C:16]4[CH:17]=[CH:18][C:19]([O:24][CH:25]([CH3:27])[CH3:26])=[C:20]([CH:23]=4)[C:21]#[N:22])[O:13][N:12]=3)[CH:7]=[CH:8][CH:9]=2)[CH2:4][CH2:3]1.FC(F)(F)S(O[CH2:34][C:35]([CH2:46]OS(C(F)(F)F)(=O)=O)([C:41]([O:43][CH2:44][CH3:45])=[O:42])[C:36]([O:38][CH2:39][CH3:40])=[O:37])(=O)=O, predict the reaction product. The product is: [C:21]([C:20]1[CH:23]=[C:16]([C:14]2[O:13][N:12]=[C:11]([C:6]3[CH:7]=[CH:8][CH:9]=[C:10]4[C:5]=3[CH2:4][CH2:3][C@H:2]4[N:1]3[CH2:46][C:35]([C:41]([O:43][CH2:44][CH3:45])=[O:42])([C:36]([O:38][CH2:39][CH3:40])=[O:37])[CH2:34]3)[N:15]=2)[CH:17]=[CH:18][C:19]=1[O:24][CH:25]([CH3:27])[CH3:26])#[N:22]. (7) Given the reactants [NH:1]1[CH2:5][CH2:4][CH:3]([CH2:6][N:7]2[C:15]3[C:10](=[CH:11][CH:12]=[CH:13][CH:14]=3)[C:9]3([CH2:19][O:18][C:17]4[CH:20]=[C:21]5[C:25](=[CH:26][C:16]3=4)[CH2:24][CH2:23][O:22]5)[C:8]2=[O:27])[CH2:2]1.C(N(CC)CC)C.[CH:35]([N:38]=[C:39]=[O:40])([CH3:37])[CH3:36], predict the reaction product. The product is: [CH3:36][CH:35]([NH:38][C:39]([N:1]1[CH2:5][CH2:4][CH:3]([CH2:6][N:7]2[C:15]3[C:10](=[CH:11][CH:12]=[CH:13][CH:14]=3)[C:9]3([CH2:19][O:18][C:17]4[CH:20]=[C:21]5[C:25](=[CH:26][C:16]3=4)[CH2:24][CH2:23][O:22]5)[C:8]2=[O:27])[CH2:2]1)=[O:40])[CH3:37]. (8) Given the reactants [Cl:1][C:2]1[N:7]=[CH:6][C:5]([OH:8])=[CH:4][N:3]=1.C([O-])([O-])=O.[K+].[K+].I[CH2:16][CH3:17], predict the reaction product. The product is: [Cl:1][C:2]1[N:7]=[CH:6][C:5]([O:8][CH2:16][CH3:17])=[CH:4][N:3]=1.